This data is from Catalyst prediction with 721,799 reactions and 888 catalyst types from USPTO. The task is: Predict which catalyst facilitates the given reaction. (1) Reactant: [N:1]1[CH:6]=[CH:5][CH:4]=[C:3]([C@@H:7]([O:26][Si](CC)(CC)CC)[CH2:8][NH:9][C@H:10]([CH3:25])[CH2:11][C:12]2[C:20]3[C:15](=[C:16]([C:21]([O:23][CH3:24])=[O:22])[CH:17]=[CH:18][CH:19]=3)[NH:14][CH:13]=2)[CH:2]=1. Product: [OH:26][C@H:7]([C:3]1[CH:2]=[N:1][CH:6]=[CH:5][CH:4]=1)[CH2:8][NH:9][C@H:10]([CH3:25])[CH2:11][C:12]1[C:20]2[C:15](=[C:16]([C:21]([O:23][CH3:24])=[O:22])[CH:17]=[CH:18][CH:19]=2)[NH:14][CH:13]=1. The catalyst class is: 55. (2) Reactant: [CH2:1]([N:8]1[CH2:12][CH2:11][C@@H:10](OS(C2C=CC(C)=CC=2)(=O)=O)[CH2:9]1)[C:2]1[CH:7]=[CH:6][CH:5]=[CH:4][CH:3]=1.[NH:24]1[CH2:28][CH2:27][CH2:26][CH2:25]1. Product: [CH2:1]([N:8]1[CH2:12][CH2:11][C@H:10]([N:24]2[CH2:28][CH2:27][CH2:26][CH2:25]2)[CH2:9]1)[C:2]1[CH:3]=[CH:4][CH:5]=[CH:6][CH:7]=1. The catalyst class is: 8.